From a dataset of Reaction yield outcomes from USPTO patents with 853,638 reactions. Predict the reaction yield, written as a fraction of the theoretical maximum amount of product (1.0 means a 100% yield; for example, 0.34 means a 34% yield). (1) The reactants are [F:1][C:2]1[CH:3]=[C:4]([NH:21][C:22](=[O:34])[CH2:23][C:24]([NH:26][C:27]2[CH:32]=[CH:31][C:30]([F:33])=[CH:29][CH:28]=2)=[O:25])[CH:5]=[CH:6][C:7]=1[O:8][C:9]1[C:14]2=[C:15]([CH3:20])[C:16]([CH2:18][OH:19])=[CH:17][N:13]2[N:12]=[CH:11][N:10]=1.CC(OI1(OC(C)=O)(OC(C)=O)OC(=O)C2C=CC=CC1=2)=O. The catalyst is C1COCC1. The product is [F:1][C:2]1[CH:3]=[C:4]([NH:21][C:22](=[O:34])[CH2:23][C:24]([NH:26][C:27]2[CH:28]=[CH:29][C:30]([F:33])=[CH:31][CH:32]=2)=[O:25])[CH:5]=[CH:6][C:7]=1[O:8][C:9]1[C:14]2=[C:15]([CH3:20])[C:16]([CH:18]=[O:19])=[CH:17][N:13]2[N:12]=[CH:11][N:10]=1. The yield is 0.830. (2) The reactants are C(NC(C)C)(C)C.C([Li])CCC.C([N-]C(C)C)(C)C.[Li+].[CH2:21]([C@H:28]1[CH2:32][O:31][C:30](=[O:33])[N:29]1[C:34](=[O:37])[CH2:35][CH3:36])[C:22]1[CH:27]=[CH:26][CH:25]=[CH:24][CH:23]=1.[O:38]=[C:39]1[CH2:42][N:41]([C:43]([O:45][CH2:46][C:47]2[CH:52]=[CH:51][CH:50]=[CH:49][CH:48]=2)=[O:44])[CH2:40]1. The catalyst is C1COCC1. The product is [OH:38][C:39]1([C@@H:35]([CH3:36])[C:34](=[O:37])[N:29]2[C@@H:28]([CH2:21][C:22]3[CH:23]=[CH:24][CH:25]=[CH:26][CH:27]=3)[CH2:32][O:31][C:30]2=[O:33])[CH2:42][N:41]([C:43]([O:45][CH2:46][C:47]2[CH:52]=[CH:51][CH:50]=[CH:49][CH:48]=2)=[O:44])[CH2:40]1. The yield is 0.360. (3) The reactants are [CH3:1][C:2]1[CH:7]=[CH:6][C:5]([C:8](=O)[CH2:9][C:10](=O)[C:11]([F:14])([F:13])[F:12])=[CH:4][C:3]=1[C:17]([F:20])([F:19])[F:18].[NH2:21][C:22]1[N:23]=[CH:24][NH:25][C:26]=1[C:27]#[N:28]. No catalyst specified. The product is [CH3:1][C:2]1[CH:7]=[CH:6][C:5]([C:8]2[CH:9]=[C:10]([C:11]([F:14])([F:13])[F:12])[N:23]3[CH:24]=[N:25][C:26]([C:27]#[N:28])=[C:22]3[N:21]=2)=[CH:4][C:3]=1[C:17]([F:20])([F:19])[F:18]. The yield is 0.390.